Dataset: Reaction yield outcomes from USPTO patents with 853,638 reactions. Task: Predict the reaction yield, written as a fraction of the theoretical maximum amount of product (1.0 means a 100% yield; for example, 0.34 means a 34% yield). (1) The reactants are C([N:8]1[CH2:13][CH2:12][N:11]([S:14]([C:17]2[CH:22]=[CH:21][CH:20]=[CH:19][CH:18]=2)(=[O:16])=[O:15])[C@@H:10]([CH2:23][CH2:24][CH2:25][O:26][Si:27]([C:30]([CH3:33])([CH3:32])[CH3:31])([CH3:29])[CH3:28])[CH2:9]1)C1C=CC=CC=1.[H][H]. The catalyst is CO.[OH-].[OH-].[Pd+2]. The product is [Si:27]([O:26][CH2:25][CH2:24][CH2:23][C@H:10]1[CH2:9][NH:8][CH2:13][CH2:12][N:11]1[S:14]([C:17]1[CH:22]=[CH:21][CH:20]=[CH:19][CH:18]=1)(=[O:16])=[O:15])([C:30]([CH3:33])([CH3:31])[CH3:32])([CH3:29])[CH3:28]. The yield is 0.990. (2) The reactants are [I-].[CH:2]1([CH2:8][N+:9]2([CH2:15][CH3:16])[CH2:14][CH2:13][CH2:12][CH2:11][CH2:10]2)[CH2:7][CH2:6][CH2:5][CH2:4][CH2:3]1.[OH2:17].[OH-]. No catalyst specified. The product is [OH-:17].[CH:2]1([CH2:8][N+:9]2([CH2:15][CH3:16])[CH2:14][CH2:13][CH2:12][CH2:11][CH2:10]2)[CH2:7][CH2:6][CH2:5][CH2:4][CH2:3]1. The yield is 1.00. (3) The reactants are [F:1][C:2]1[CH:10]=[C:9]([N:11]2[CH2:16][C@@H:15]3[CH2:17][C@H:12]2[CH2:13][N:14]3[C:18]2[CH:23]=[CH:22][CH:21]=[C:20]([C:24]([F:27])([F:26])[F:25])[CH:19]=2)[CH:8]=[CH:7][C:3]=1[C:4]([OH:6])=[O:5].Cl.[CH3:29]COCC. The catalyst is CO. The product is [F:1][C:2]1[CH:10]=[C:9]([N:11]2[CH2:16][C@@H:15]3[CH2:17][C@H:12]2[CH2:13][N:14]3[C:18]2[CH:23]=[CH:22][CH:21]=[C:20]([C:24]([F:25])([F:27])[F:26])[CH:19]=2)[CH:8]=[CH:7][C:3]=1[C:4]([O:6][CH3:29])=[O:5]. The yield is 0.460. (4) The catalyst is COCCOC.C(Cl)(Cl)Cl.CO. The product is [N:49]1[CH:50]=[CH:51][CH:52]=[C:47]([C:2]2[CH:3]=[C:4]3[CH2:10][C:9]4([CH:15]5[CH2:16][CH2:17][N:12]([CH2:13][CH2:14]5)[CH2:11]4)[O:8][C:5]3=[N:6][CH:7]=2)[CH:48]=1. The yield is 0.370. The reactants are Br[C:2]1[CH:3]=[C:4]2[CH2:10][C:9]3([CH:15]4[CH2:16][CH2:17][N:12]([CH2:13][CH2:14]4)[CH2:11]3)[O:8][C:5]2=[N:6][CH:7]=1.C1(C)C=CC=CC=1P(C1C=CC=CC=1C)C1C=CC=CC=1C.[Cl-].[Li+].C([Sn](CCCC)(CCCC)[C:47]1[CH:48]=[N:49][CH:50]=[CH:51][CH:52]=1)CCC.